This data is from In vitro SARS-CoV-2 activity screen of 1,480 approved drugs from Prestwick library. The task is: Binary Classification. Given a drug SMILES string, predict its activity (active/inactive) in a high-throughput screening assay against a specified biological target. (1) The compound is CNC(C)CCC=C(C)C.CNC(C)CCC=C(C)C.O=C(O)[C@@H](O)[C@H](O)[C@H](O)[C@@H](O)C(=O)O. The result is 0 (inactive). (2) The compound is C[C@@H]1OC(=O)C[C@H](O)C[C@H](O)CC[C@@H](O)[C@H](O)C[C@H](O)C[C@]2(O)C[C@H](O)[C@@H](C(=O)O)[C@H](C[C@@H](O[C@@H]3O[C@H](C)[C@@H](O)[C@H](N)[C@@H]3O)/C=C/C=C/C=C/C=C/C=C/C=C/C=C/[C@H](C)[C@@H](O)[C@H]1C)O2. The result is 0 (inactive). (3) The molecule is Oc1c(Br)cc(Br)c2cccnc12. The result is 0 (inactive). (4) The drug is CCCCCOC(=O)Nc1nc(=O)n([C@@H]2O[C@H](C)[C@@H](O)[C@H]2O)cc1F. The result is 0 (inactive). (5) The compound is O=C(O)c1cc(=O)[nH]c(=O)[nH]1. The result is 0 (inactive). (6) The compound is COC1=C(OC)C(=O)C(CCCCCCCCCCO)=C(C)C1=O. The result is 0 (inactive).